This data is from Full USPTO retrosynthesis dataset with 1.9M reactions from patents (1976-2016). The task is: Predict the reactants needed to synthesize the given product. (1) Given the product [C:2]([C:6]1[CH:11]=[CH:10][C:9]([N:12]2[CH2:17][CH2:16][N:15]([CH2:18][CH:19]([CH3:23])[C:20]([N:62]3[CH2:63][CH2:64][CH:59]([NH:58][C:55]4[CH:56]=[CH:57][C:52]([N+:49]([O-:51])=[O:50])=[C:53]([C:65]([F:66])([F:67])[F:68])[CH:54]=4)[CH2:60][CH2:61]3)=[O:22])[CH2:14][CH2:13]2)=[CH:8][CH:7]=1)([CH3:3])([CH3:4])[CH3:5], predict the reactants needed to synthesize it. The reactants are: [Li+].[C:2]([C:6]1[CH:11]=[CH:10][C:9]([N:12]2[CH2:17][CH2:16][N:15]([CH2:18][CH:19]([CH3:23])[C:20]([O-:22])=O)[CH2:14][CH2:13]2)=[CH:8][CH:7]=1)([CH3:5])([CH3:4])[CH3:3].F[P-](F)(F)(F)(F)F.CN(C)C(ON1C2C=CC=CC=2N=N1)=[N+](C)C.Cl.[N+:49]([C:52]1[CH:57]=[CH:56][C:55]([NH:58][CH:59]2[CH2:64][CH2:63][NH:62][CH2:61][CH2:60]2)=[CH:54][C:53]=1[C:65]([F:68])([F:67])[F:66])([O-:51])=[O:50].C(N(C(C)C)CC)(C)C.[O-2].[Al+3].[O-2].[O-2].[Al+3]. (2) The reactants are: CC(OC(/N=N/C(OC(C)(C)C)=O)=O)(C)C.C(P(CCCC)CCCC)CCC.[OH:30][C:31]1[CH:40]=[C:39]2[C:34]([CH:35]=[CH:36][CH:37]=[C:38]2[NH:41][C:42](=[O:55])[CH2:43][N:44]([CH2:52][CH2:53]O)[C:45]([O:47][C:48]([CH3:51])([CH3:50])[CH3:49])=[O:46])=[CH:33][CH:32]=1. Given the product [C:48]([O:47][C:45]([N:44]1[CH2:52][CH2:53][N:41]([C:38]2[C:39]3[C:34](=[CH:33][CH:32]=[C:31]([OH:30])[CH:40]=3)[CH:35]=[CH:36][CH:37]=2)[C:42](=[O:55])[CH2:43]1)=[O:46])([CH3:49])([CH3:51])[CH3:50], predict the reactants needed to synthesize it. (3) Given the product [C:1]([C:4]1[CH:5]=[N:6][C:7]2[C:12]([C:13]=1[NH:14][C@H:15]1[CH2:20][CH2:19][C@H:18]([CH2:21][N:22]3[CH2:27][CH2:26][N:25]([C:28]([O:30][C:31]([CH3:32])([CH3:34])[CH3:33])=[O:29])[CH2:24][CH2:23]3)[CH2:17][CH2:16]1)=[N:11][C:10]([C:41]1[CH:42]=[C:37]([Cl:36])[C:38]([OH:53])=[C:39]([Cl:52])[CH:40]=1)=[CH:9][CH:8]=2)(=[O:3])[CH3:2], predict the reactants needed to synthesize it. The reactants are: [C:1]([C:4]1[CH:5]=[N:6][C:7]2[C:12]([C:13]=1[NH:14][C@H:15]1[CH2:20][CH2:19][C@H:18]([CH2:21][N:22]3[CH2:27][CH2:26][N:25]([C:28]([O:30][C:31]([CH3:34])([CH3:33])[CH3:32])=[O:29])[CH2:24][CH2:23]3)[CH2:17][CH2:16]1)=[N:11][C:10](Cl)=[CH:9][CH:8]=2)(=[O:3])[CH3:2].[Cl:36][C:37]1[CH:42]=[C:41](B2OC(C)(C)C(C)(C)O2)[CH:40]=[C:39]([Cl:52])[C:38]=1[OH:53]. (4) Given the product [NH2:7][C@@H:8]1[CH2:12][CH2:11][N:10]([C:18]([C:17]2[CH:21]=[CH:22][CH:23]=[CH:24][C:16]=2[C:15]([F:14])([F:25])[F:26])=[O:19])[CH2:9]1, predict the reactants needed to synthesize it. The reactants are: C(OC(=O)[NH:7][C@@H:8]1[CH2:12][CH2:11][NH:10][CH2:9]1)(C)(C)C.[F:14][C:15]([F:26])([F:25])[C:16]1[CH:24]=[CH:23][CH:22]=[CH:21][C:17]=1[C:18](O)=[O:19].CN(C(ON1N=NC2C=CC=CC1=2)=[N+](C)C)C.[B-](F)(F)(F)F.CCN(C(C)C)C(C)C.OS([O-])(=O)=O.[K+]. (5) Given the product [Cl:10][C:11]([Cl:17])=[C:12]([O:14][CH3:15])[O:13][Si:19]([CH3:22])([CH3:21])[CH3:20], predict the reactants needed to synthesize it. The reactants are: O1CCCC1.BrCCBr.[Cl:10][C:11]([Cl:17])(Cl)[C:12]([O:14][CH3:15])=[O:13].Cl[Si:19]([CH3:22])([CH3:21])[CH3:20]. (6) Given the product [N+:20]([C:17]1[CH:18]=[CH:19][C:14]([N:10]2[CH2:11][CH2:12][CH:7]([N:10]3[CH2:9][CH2:8][CH2:7][CH2:12][CH2:11]3)[CH2:8][CH2:9]2)=[CH:15][CH:16]=1)([O-:22])=[O:21], predict the reactants needed to synthesize it. The reactants are: [NH:10]1[CH2:11][CH2:12][CH:7]([CH:7]2[CH2:12][CH2:11][NH:10][CH2:9][CH2:8]2)[CH2:8][CH2:9]1.F[C:14]1[CH:19]=[CH:18][C:17]([N+:20]([O-:22])=[O:21])=[CH:16][CH:15]=1. (7) The reactants are: [Na].[C:2]([C:5]1[CH:10]=[CH:9][C:8]([CH2:11][N:12]2[C:25]3[C:20](=[CH:21][CH:22]=[CH:23][CH:24]=3)[C:19](=O)[C:18]3[CH:17]=[C:16]([F:27])[CH:15]=[CH:14][C:13]2=3)=[CH:7][CH:6]=1)([OH:4])=[O:3].Cl.[N+:29]([O-:32])([OH:31])=[O:30]. Given the product [N+:29]([O-:32])([O-:31])=[O:30].[N+:29]([O-:32])([O-:31])=[O:30].[C:2]([C:5]1[CH:10]=[CH:9][C:8]([CH2:11][N+:12]2[C:25]3[C:20](=[CH:21][CH:22]=[CH:23][CH:24]=3)[C:19]([C:19]3[C:20]4[C:25]([N+:12]([CH2:11][C:8]5[CH:9]=[CH:10][C:5]([C:2]([OH:4])=[O:3])=[CH:6][CH:7]=5)=[C:13]5[C:18]=3[CH:17]=[C:16]([F:27])[CH:15]=[CH:14]5)=[CH:24][CH:23]=[CH:22][CH:21]=4)=[C:18]3[C:13]=2[CH:14]=[CH:15][C:16]([F:27])=[CH:17]3)=[CH:7][CH:6]=1)([OH:4])=[O:3], predict the reactants needed to synthesize it. (8) Given the product [Br:9][C:4]1[CH:3]=[C:2]([CH:15]([C:16]2[CH:21]=[CH:20][CH:19]=[CH:18][CH:17]=2)[OH:22])[CH:7]=[C:6]([Br:8])[CH:5]=1, predict the reactants needed to synthesize it. The reactants are: Br[C:2]1[CH:7]=[C:6]([Br:8])[CH:5]=[C:4]([Br:9])[CH:3]=1.[Li]CCCC.[CH:15](=[O:22])[C:16]1[CH:21]=[CH:20][CH:19]=[CH:18][CH:17]=1. (9) Given the product [C:20]([C:19]1[CH:22]=[CH:23][C:16]([C:4]([NH:3][C:39](=[O:41])[CH2:38][CH2:37][NH:36][S:33]([C:29]2[CH:30]=[CH:31][CH:32]=[C:27]([O:26][CH3:25])[CH:28]=2)(=[O:34])=[O:35])([C:6]2[N:7]([CH3:11])[CH:8]=[N:9][CH:10]=2)[C:5]#[C:57][CH:58]2[CH2:54][CH2:59]2)=[CH:17][C:18]=1[F:24])#[N:21], predict the reactants needed to synthesize it. The reactants are: Cl.Cl.[NH2:3][C:4]([C:16]1[CH:23]=[CH:22][C:19]([C:20]#[N:21])=[C:18]([F:24])[CH:17]=1)([C:6]1[N:7]([C:11]#CC2CC2)[CH:8]=[N:9][CH:10]=1)[CH3:5].[CH3:25][O:26][C:27]1[CH:28]=[C:29]([S:33]([NH:36][CH2:37][CH2:38][C:39]([OH:41])=O)(=[O:35])=[O:34])[CH:30]=[CH:31][CH:32]=1.CN([P+](ON1N=NC2C=[CH:57][CH:58]=[CH:59][C:54]1=2)(N(C)C)N(C)C)C.F[P-](F)(F)(F)(F)F.ON1C2N=CC=CC=2N=N1.CN1CCOCC1.